Task: Predict which catalyst facilitates the given reaction.. Dataset: Catalyst prediction with 721,799 reactions and 888 catalyst types from USPTO (1) Reactant: F[C:2]1[CH:7]=[CH:6][C:5]([N+:8]([O-:10])=[O:9])=[C:4]([O:11][CH2:12][CH2:13][CH3:14])[CH:3]=1.[C:15]([N:18]1[CH2:23][CH2:22][NH:21][CH2:20][CH2:19]1)(=[O:17])[CH3:16].C(=O)([O-])[O-].[K+].[K+]. Product: [CH2:12]([O:11][C:4]1[CH:3]=[C:2]([N:21]2[CH2:22][CH2:23][N:18]([C:15](=[O:17])[CH3:16])[CH2:19][CH2:20]2)[CH:7]=[CH:6][C:5]=1[N+:8]([O-:10])=[O:9])[CH2:13][CH3:14]. The catalyst class is: 9. (2) Reactant: [Cl:1][C:2]1[CH:14]=[N:13][C:5]2[NH:6][C:7]3[CH2:12][CH2:11][NH:10][CH2:9][C:8]=3[C:4]=2[CH:3]=1.CCN(C(C)C)C(C)C.[C:24]([C:26]1[CH:31]=[CH:30][C:29]([N:32]=[C:33]=[O:34])=[CH:28][CH:27]=1)#[N:25].Cl.CCOCC. Product: [ClH:1].[C:24]([C:26]1[CH:27]=[CH:28][C:29]([NH:32][C:33]([N:10]2[CH2:11][CH2:12][C:7]3[NH:6][C:5]4[N:13]=[CH:14][C:2]([Cl:1])=[CH:3][C:4]=4[C:8]=3[CH2:9]2)=[O:34])=[CH:30][CH:31]=1)#[N:25]. The catalyst class is: 158.